Predict the product of the given reaction. From a dataset of Forward reaction prediction with 1.9M reactions from USPTO patents (1976-2016). Given the reactants I[C:2]1[N:3]=[CH:4][N:5](C(C2C=CC=CC=2)(C2C=CC=CC=2)C2C=CC=CC=2)[CH:6]=1.CC[Mg+].[Br-].[NH2:30][C:31]1[C:32]2[C:39](I)=[CH:38][N:37]([C@@H:41]3[O:61][C@H:60]([CH2:62][O:63][Si](C(C)(C)C)(C)C)[C@@H:51]([O:52][Si](C(C)(C)C)(C)C)[C@H:42]3[O:43][Si](C(C)(C)C)(C)C)[C:33]=2[N:34]=[CH:35][N:36]=1.C(N1C=CN=C1)(C1C=CC=CC=1)(C1C=CC=CC=1)C1C=CC=CC=1, predict the reaction product. The product is: [NH2:30][C:31]1[C:32]2[C:39]([C:2]3[N:3]=[CH:4][NH:5][CH:6]=3)=[CH:38][N:37]([C@@H:41]3[O:61][C@H:60]([CH2:62][OH:63])[C@@H:51]([OH:52])[C@H:42]3[OH:43])[C:33]=2[N:34]=[CH:35][N:36]=1.